Dataset: Merck oncology drug combination screen with 23,052 pairs across 39 cell lines. Task: Regression. Given two drug SMILES strings and cell line genomic features, predict the synergy score measuring deviation from expected non-interaction effect. Drug 1: O=P1(N(CCCl)CCCl)NCCCO1. Drug 2: CCc1cnn2c(NCc3ccc[n+]([O-])c3)cc(N3CCCCC3CCO)nc12. Cell line: ZR751. Synergy scores: synergy=10.0.